Dataset: Reaction yield outcomes from USPTO patents with 853,638 reactions. Task: Predict the reaction yield, written as a fraction of the theoretical maximum amount of product (1.0 means a 100% yield; for example, 0.34 means a 34% yield). (1) The reactants are [CH:1]([N:4]1[CH:8]=[C:7]([C:9]([O:11]CC)=[O:10])[C:6]([CH3:14])=[N:5]1)([CH3:3])[CH3:2].[OH-].[Li+]. No catalyst specified. The product is [CH:1]([N:4]1[CH:8]=[C:7]([C:9]([OH:11])=[O:10])[C:6]([CH3:14])=[N:5]1)([CH3:3])[CH3:2]. The yield is 0.790. (2) The reactants are [CH2:1]([O:8][CH2:9][C:10]1[NH:11][C:12]([S:18][C:19]2[CH:24]=[CH:23][CH:22]=[C:21]([O:25][CH3:26])[CH:20]=2)=[C:13]([CH:15]([CH3:17])[CH3:16])[N:14]=1)[C:2]1[CH:7]=[CH:6][CH:5]=[CH:4][CH:3]=1.[N:27]1[CH:32]=[CH:31][C:30]([CH2:33]Cl)=[CH:29][CH:28]=1.[OH-].[Na+].[I-].[Li+]. The catalyst is C1COCC1.[Br-].C([N+](CCCC)(CCCC)CCCC)CCC. The product is [CH2:1]([O:8][CH2:9][C:10]1[N:11]([CH2:33][C:30]2[CH:31]=[CH:32][N:27]=[CH:28][CH:29]=2)[C:12]([S:18][C:19]2[CH:24]=[CH:23][CH:22]=[C:21]([O:25][CH3:26])[CH:20]=2)=[C:13]([CH:15]([CH3:17])[CH3:16])[N:14]=1)[C:2]1[CH:3]=[CH:4][CH:5]=[CH:6][CH:7]=1. The yield is 0.650. (3) The reactants are [C:1]1([C@@H:7]2[C@H:16]3[CH2:17][CH2:18][N:19]([C:20]([O:22][C:23]([CH3:26])([CH3:25])[CH3:24])=[O:21])[C@H:15]3[C:14]3[CH:13]=[CH:12][CH:11]=[CH:10][C:9]=3[NH:8]2)[CH:6]=[CH:5][CH:4]=[CH:3][CH:2]=1. The catalyst is [O-2].[O-2].[Mn+4].C1(C)C=CC=CC=1. The product is [C:1]1([C:7]2[C:16]3[CH2:17][CH2:18][N:19]([C:20]([O:22][C:23]([CH3:26])([CH3:25])[CH3:24])=[O:21])[C:15]=3[C:14]3[CH:13]=[CH:12][CH:11]=[CH:10][C:9]=3[N:8]=2)[CH:6]=[CH:5][CH:4]=[CH:3][CH:2]=1. The yield is 0.580. (4) The reactants are [CH3:1][N:2]1[CH2:7][CH2:6][NH:5][CH2:4][CH2:3]1.C(=O)([O-])[O-].[K+].[K+].[Cl:14][CH2:15][CH2:16][CH2:17][CH2:18]Br. The catalyst is CC(C)=O. The product is [CH3:1][N:2]1[CH2:7][CH2:6][N:5]([CH2:18][CH2:17][CH2:16][CH2:15][Cl:14])[CH2:4][CH2:3]1. The yield is 0.485. (5) The reactants are [Br:1][C:2]1[C:3]([NH:9][C:10]2[C:11]([CH3:23])=[C:12]([CH:17]=[C:18]([N+:20]([O-])=O)[CH:19]=2)[C:13]([O:15][CH3:16])=[O:14])=[N:4][CH:5]=[C:6]([CH3:8])[CH:7]=1.[Sn](Cl)Cl.Cl.[OH-].[Na+]. The catalyst is O1CCCC1.CO. The product is [Br:1][C:2]1[C:3]([NH:9][C:10]2[C:11]([CH3:23])=[C:12]([CH:17]=[C:18]([NH2:20])[CH:19]=2)[C:13]([O:15][CH3:16])=[O:14])=[N:4][CH:5]=[C:6]([CH3:8])[CH:7]=1. The yield is 0.849.